Dataset: Full USPTO retrosynthesis dataset with 1.9M reactions from patents (1976-2016). Task: Predict the reactants needed to synthesize the given product. Given the product [C:1]([O:5][C:6]([NH:8][C:9]1[O:17][C:16]2[C:11](=[N:12][CH:13]=[C:14]([CH:18]([CH3:19])[CH3:20])[CH:15]=2)[C:10]=1[C:21]([OH:23])=[O:22])=[O:7])([CH3:2])([CH3:4])[CH3:3], predict the reactants needed to synthesize it. The reactants are: [C:1]([O:5][C:6]([N:8](C(OC(C)(C)C)=O)[C:9]1[O:17][C:16]2[C:11](=[N:12][CH:13]=[C:14]([CH:18]([CH3:20])[CH3:19])[CH:15]=2)[C:10]=1[C:21]([O:23]CC)=[O:22])=[O:7])([CH3:4])([CH3:3])[CH3:2].[Li+].[OH-].O.CO.